This data is from Reaction yield outcomes from USPTO patents with 853,638 reactions. The task is: Predict the reaction yield, written as a fraction of the theoretical maximum amount of product (1.0 means a 100% yield; for example, 0.34 means a 34% yield). (1) The reactants are [CH2:1]([C:21]1[C:26]([OH:27])=[C:25]([CH3:28])[C:24]([CH3:29])=[C:23]([OH:30])[C:22]=1[CH3:31])/[CH:2]=[C:3](/[CH2:5][CH2:6][CH2:7][C@@H:8]([CH2:10][CH2:11][CH2:12][C@@H:13]([CH2:15][CH2:16][CH2:17][CH:18]([CH3:20])[CH3:19])[CH3:14])[CH3:9])\[CH3:4].[C:32]([O:35]C(=O)C)(=[O:34])[CH3:33]. The catalyst is N1C=CC=CC=1. The product is [C:32]([OH:35])(=[O:34])[CH3:33].[C:32]([OH:35])(=[O:34])[CH3:33].[CH2:1]([C:21]1[C:26]([OH:27])=[C:25]([CH3:28])[C:24]([CH3:29])=[C:23]([OH:30])[C:22]=1[CH3:31])/[CH:2]=[C:3](/[CH2:5][CH2:6][CH2:7][C@@H:8]([CH2:10][CH2:11][CH2:12][C@@H:13]([CH2:15][CH2:16][CH2:17][CH:18]([CH3:19])[CH3:20])[CH3:14])[CH3:9])\[CH3:4]. The yield is 0.950. (2) The reactants are [F:1][C:2]1[CH:7]=[CH:6][C:5]([C:8]2[N:12]=[N:11][N:10]([CH3:13])[C:9]=2[C:14]2[N:15]=[CH:16][N:17]([C:19]3[CH:27]=[CH:26][C:22]([C:23]([OH:25])=O)=[CH:21][CH:20]=3)[CH:18]=2)=[CH:4][CH:3]=1.CN(C(O[N:36]1N=N[C:38]2C=CC=[CH:42][C:37]1=2)=[N+](C)C)C.[B-](F)(F)(F)F.CCN(C(C)C)C(C)C.C(N)(C)C. The catalyst is CN(C=O)C. The product is [F:1][C:2]1[CH:3]=[CH:4][C:5]([C:8]2[N:12]=[N:11][N:10]([CH3:13])[C:9]=2[C:14]2[N:15]=[CH:16][N:17]([C:19]3[CH:27]=[CH:26][C:22]([C:23]([NH:36][CH:37]([CH3:42])[CH3:38])=[O:25])=[CH:21][CH:20]=3)[CH:18]=2)=[CH:6][CH:7]=1. The yield is 0.680. (3) The reactants are [NH2:1][C:2]1[CH:9]=[C:8]([F:10])[CH:7]=[CH:6][C:3]=1[C:4]#[N:5].Br.Br[CH:13]([C:15]1[CH:16]=[C:17]([C:32]([N:34]([CH3:36])[CH3:35])=[O:33])[CH:18]=[C:19]2[C:24]=1[O:23][C:22]([N:25]1[CH2:30][CH2:29][O:28][CH2:27][CH2:26]1)=[CH:21][C:20]2=[O:31])[CH3:14]. No catalyst specified. The product is [C:4]([C:3]1[CH:6]=[CH:7][C:8]([F:10])=[CH:9][C:2]=1[NH:1][CH:13]([C:15]1[CH:16]=[C:17]([C:32]([N:34]([CH3:36])[CH3:35])=[O:33])[CH:18]=[C:19]2[C:24]=1[O:23][C:22]([N:25]1[CH2:30][CH2:29][O:28][CH2:27][CH2:26]1)=[CH:21][C:20]2=[O:31])[CH3:14])#[N:5]. The yield is 0.420. (4) The reactants are [CH3:1][C:2]1[C:3]([CH:17]=[O:18])=[CH:4][N:5]([C:7]2[CH:12]=[CH:11][CH:10]=[C:9]([C:13]([F:16])([F:15])[F:14])[CH:8]=2)[CH:6]=1.[CH:19]1([Mg]Br)[CH2:24][CH2:23][CH2:22][CH2:21][CH2:20]1.O1CCCC1.[Cl-].[NH4+]. The catalyst is O1CCCC1. The product is [CH:19]1([CH:17]([C:3]2[C:2]([CH3:1])=[CH:6][N:5]([C:7]3[CH:12]=[CH:11][CH:10]=[C:9]([C:13]([F:16])([F:14])[F:15])[CH:8]=3)[CH:4]=2)[OH:18])[CH2:24][CH2:23][CH2:22][CH2:21][CH2:20]1. The yield is 0.520. (5) The reactants are [NH2:1][C:2]1[C:11]2[C:6](=[C:7](Br)[CH:8]=[CH:9][CH:10]=2)[N:5]=[N:4][C:3]=1[C:13]([NH:15][CH2:16][CH2:17][CH3:18])=[O:14].[F:19][C:20]1[CH:21]=[C:22](B(O)O)[CH:23]=[C:24]([F:26])[CH:25]=1. The yield is 0.897. The product is [NH2:1][C:2]1[C:11]2[C:6](=[C:7]([C:22]3[CH:21]=[C:20]([F:19])[CH:25]=[C:24]([F:26])[CH:23]=3)[CH:8]=[CH:9][CH:10]=2)[N:5]=[N:4][C:3]=1[C:13]([NH:15][CH2:16][CH2:17][CH3:18])=[O:14]. The catalyst is Cl[Pd](Cl)([P](C1C=CC=CC=1)(C1C=CC=CC=1)C1C=CC=CC=1)[P](C1C=CC=CC=1)(C1C=CC=CC=1)C1C=CC=CC=1.